This data is from Catalyst prediction with 721,799 reactions and 888 catalyst types from USPTO. The task is: Predict which catalyst facilitates the given reaction. (1) Reactant: [C:1]([C:3]1[CH:28]=[CH:27][C:6]([CH2:7][CH:8](/[CH:18]=[CH:19]/[C:20]2[CH:25]=[CH:24][CH:23]=[CH:22][C:21]=2[OH:26])[CH2:9][CH2:10][CH2:11][CH2:12][C:13]([O:15][CH2:16][CH3:17])=[O:14])=[CH:5][CH:4]=1)#[N:2].[C:29]([C:33]1[CH:40]=[CH:39][C:36]([CH2:37]Br)=[CH:35][CH:34]=1)([CH3:32])([CH3:31])[CH3:30].C(=O)([O-])[O-].[K+].[K+]. Product: [C:29]([C:33]1[CH:34]=[CH:35][C:36]([CH2:37][O:26][C:21]2[CH:22]=[CH:23][CH:24]=[CH:25][C:20]=2/[CH:19]=[CH:18]/[CH:8]([CH2:7][C:6]2[CH:27]=[CH:28][C:3]([C:1]#[N:2])=[CH:4][CH:5]=2)[CH2:9][CH2:10][CH2:11][CH2:12][C:13]([O:15][CH2:16][CH3:17])=[O:14])=[CH:39][CH:40]=1)([CH3:32])([CH3:30])[CH3:31]. The catalyst class is: 10. (2) Reactant: [Br:1][C:2]1[CH:3]=[C:4]([C:15]([NH:17][CH2:18][C:19]2[C:20]([CH3:36])=[CH:21][C:22]([CH2:27][NH:28]C(=O)OC(C)(C)C)=[N:23][C:24]=2[O:25]C)=[O:16])[C:5]2[C:6]([CH3:14])=[CH:7][N:8]([CH:11]([CH3:13])[CH3:12])[C:9]=2[CH:10]=1.Cl. Product: [NH2:28][CH2:27][C:22]1[NH:23][C:24](=[O:25])[C:19]([CH2:18][NH:17][C:15]([C:4]2[C:5]3[C:6]([CH3:14])=[CH:7][N:8]([CH:11]([CH3:12])[CH3:13])[C:9]=3[CH:10]=[C:2]([Br:1])[CH:3]=2)=[O:16])=[C:20]([CH3:36])[CH:21]=1. The catalyst class is: 7. (3) Reactant: CC1C(NC2N=CC=CC=2C(O)=O)=CC=CC=1C(F)(F)F.CNC[C@H](O)[C@@H](O)[C@H](O)[C@H](O)CO.[CH3:35][S:36]([C:39]1[CH:44]=[CH:43][C:42]([C@@H:45]([OH:55])[C@H:46]([NH:49][C:50]([CH:52]([Cl:54])[Cl:53])=[O:51])[CH2:47][F:48])=[CH:41][CH:40]=1)(=[O:38])=[O:37].C([SiH](C(C)C)CCCCCCCCCCCCCCCCCC)(C)C. Product: [CH3:35][S:36]([C:39]1[CH:44]=[CH:43][C:42]([C@@H:45]([OH:55])[C@H:46]([NH:49][C:50]([CH:52]([Cl:54])[Cl:53])=[O:51])[CH2:47][F:48])=[CH:41][CH:40]=1)(=[O:38])=[O:37]. The catalyst class is: 10.